This data is from Reaction yield outcomes from USPTO patents with 853,638 reactions. The task is: Predict the reaction yield, written as a fraction of the theoretical maximum amount of product (1.0 means a 100% yield; for example, 0.34 means a 34% yield). (1) The reactants are [Br:1][C:2]1[C:3](O)=[N:4][C:5]([C:8]2[CH:13]=[CH:12][CH:11]=[CH:10][CH:9]=2)=[N:6][CH:7]=1.P(Br)(Br)([Br:17])=O. No catalyst specified. The product is [Br:17][C:3]1[C:2]([Br:1])=[CH:7][N:6]=[C:5]([C:8]2[CH:13]=[CH:12][CH:11]=[CH:10][CH:9]=2)[N:4]=1. The yield is 0.705. (2) The yield is 0.980. The catalyst is C1COCC1. The reactants are [C:1]([NH:11][CH2:12][C:13]([OH:15])=O)([O:3][CH2:4][C:5]1[CH:10]=[CH:9][CH:8]=[CH:7][CH:6]=1)=[O:2].CN1CCOCC1.C(OC(Cl)=O)C(C)C.[CH:31]([NH2:34])([CH3:33])[CH3:32]. The product is [CH2:4]([O:3][C:1](=[O:2])[NH:11][CH2:12][C:13](=[O:15])[NH:34][CH:31]([CH3:33])[CH3:32])[C:5]1[CH:6]=[CH:7][CH:8]=[CH:9][CH:10]=1.